Dataset: NCI-60 drug combinations with 297,098 pairs across 59 cell lines. Task: Regression. Given two drug SMILES strings and cell line genomic features, predict the synergy score measuring deviation from expected non-interaction effect. (1) Drug 1: CC1=C(C=C(C=C1)NC(=O)C2=CC=C(C=C2)CN3CCN(CC3)C)NC4=NC=CC(=N4)C5=CN=CC=C5. Drug 2: CNC(=O)C1=NC=CC(=C1)OC2=CC=C(C=C2)NC(=O)NC3=CC(=C(C=C3)Cl)C(F)(F)F. Cell line: A498. Synergy scores: CSS=-2.74, Synergy_ZIP=1.31, Synergy_Bliss=-2.06, Synergy_Loewe=-2.62, Synergy_HSA=-4.54. (2) Drug 1: CC(C)NC(=O)C1=CC=C(C=C1)CNNC.Cl. Drug 2: CC1C(C(CC(O1)OC2CC(CC3=C2C(=C4C(=C3O)C(=O)C5=C(C4=O)C(=CC=C5)OC)O)(C(=O)CO)O)N)O.Cl. Cell line: NCI/ADR-RES. Synergy scores: CSS=15.4, Synergy_ZIP=-5.32, Synergy_Bliss=-3.06, Synergy_Loewe=-2.70, Synergy_HSA=-1.81.